This data is from Reaction yield outcomes from USPTO patents with 853,638 reactions. The task is: Predict the reaction yield, written as a fraction of the theoretical maximum amount of product (1.0 means a 100% yield; for example, 0.34 means a 34% yield). (1) The reactants are [F:1][C:2]1[CH:3]=[C:4]2[C:8](=[CH:9][CH:10]=1)[NH:7][C:6](=[O:11])[C:5]2=[O:12].[H-].[Na+].Br[CH:16]([C:23]1[CH:28]=[CH:27][CH:26]=[CH:25][CH:24]=1)[C:17]1[CH:22]=[CH:21][CH:20]=[CH:19][CH:18]=1. The catalyst is CN(C)C=O.C(OCC)(=O)C. The product is [C:17]1([CH:16]([C:23]2[CH:24]=[CH:25][CH:26]=[CH:27][CH:28]=2)[N:7]2[C:8]3[C:4](=[CH:3][C:2]([F:1])=[CH:10][CH:9]=3)[C:5](=[O:12])[C:6]2=[O:11])[CH:22]=[CH:21][CH:20]=[CH:19][CH:18]=1. The yield is 0.520. (2) The reactants are O=[C:2]([CH2:8][CH2:9][C:10]1[CH:15]=[CH:14][CH:13]=[CH:12][CH:11]=1)[C:3]([O:5][CH2:6][CH3:7])=[O:4].[C:16]1([NH:22]N)[CH:21]=[CH:20][CH:19]=[CH:18][CH:17]=1.Cl. The catalyst is OS(O)(=O)=O.C(O)C. The product is [CH2:9]([C:8]1[C:21]2[C:16](=[CH:17][CH:18]=[CH:19][CH:20]=2)[NH:22][C:2]=1[C:3]([O:5][CH2:6][CH3:7])=[O:4])[C:10]1[CH:15]=[CH:14][CH:13]=[CH:12][CH:11]=1. The yield is 0.670.